This data is from NCI-60 drug combinations with 297,098 pairs across 59 cell lines. The task is: Regression. Given two drug SMILES strings and cell line genomic features, predict the synergy score measuring deviation from expected non-interaction effect. (1) Drug 1: CN1CCC(CC1)COC2=C(C=C3C(=C2)N=CN=C3NC4=C(C=C(C=C4)Br)F)OC. Drug 2: CC1=C2C(C(=O)C3(C(CC4C(C3C(C(C2(C)C)(CC1OC(=O)C(C(C5=CC=CC=C5)NC(=O)OC(C)(C)C)O)O)OC(=O)C6=CC=CC=C6)(CO4)OC(=O)C)O)C)O. Cell line: SF-268. Synergy scores: CSS=41.2, Synergy_ZIP=16.2, Synergy_Bliss=15.3, Synergy_Loewe=-23.2, Synergy_HSA=12.4. (2) Drug 1: C1C(C(OC1N2C=NC3=C2NC=NCC3O)CO)O. Drug 2: C(CCl)NC(=O)N(CCCl)N=O. Cell line: IGROV1. Synergy scores: CSS=6.73, Synergy_ZIP=-2.44, Synergy_Bliss=0.797, Synergy_Loewe=1.25, Synergy_HSA=1.40. (3) Drug 1: C1=CN(C(=O)N=C1N)C2C(C(C(O2)CO)O)O.Cl. Drug 2: CCCCC(=O)OCC(=O)C1(CC(C2=C(C1)C(=C3C(=C2O)C(=O)C4=C(C3=O)C=CC=C4OC)O)OC5CC(C(C(O5)C)O)NC(=O)C(F)(F)F)O. Cell line: HCT-15. Synergy scores: CSS=41.1, Synergy_ZIP=-7.30, Synergy_Bliss=-5.30, Synergy_Loewe=-19.6, Synergy_HSA=-3.62. (4) Drug 1: CC1CCC2CC(C(=CC=CC=CC(CC(C(=O)C(C(C(=CC(C(=O)CC(OC(=O)C3CCCCN3C(=O)C(=O)C1(O2)O)C(C)CC4CCC(C(C4)OC)OCCO)C)C)O)OC)C)C)C)OC. Drug 2: CC12CCC3C(C1CCC2O)C(CC4=C3C=CC(=C4)O)CCCCCCCCCS(=O)CCCC(C(F)(F)F)(F)F. Cell line: SNB-19. Synergy scores: CSS=17.7, Synergy_ZIP=5.83, Synergy_Bliss=10.2, Synergy_Loewe=6.08, Synergy_HSA=9.40. (5) Drug 1: CN(C)N=NC1=C(NC=N1)C(=O)N. Drug 2: C1CN(CCN1C(=O)CCBr)C(=O)CCBr. Cell line: HCT116. Synergy scores: CSS=24.0, Synergy_ZIP=-10.1, Synergy_Bliss=-13.1, Synergy_Loewe=-15.1, Synergy_HSA=-10.6. (6) Drug 1: CC(CN1CC(=O)NC(=O)C1)N2CC(=O)NC(=O)C2. Drug 2: CNC(=O)C1=NC=CC(=C1)OC2=CC=C(C=C2)NC(=O)NC3=CC(=C(C=C3)Cl)C(F)(F)F. Cell line: NCI-H226. Synergy scores: CSS=15.7, Synergy_ZIP=-12.3, Synergy_Bliss=-7.36, Synergy_Loewe=-15.5, Synergy_HSA=-6.43.